The task is: Predict the reactants needed to synthesize the given product.. This data is from Full USPTO retrosynthesis dataset with 1.9M reactions from patents (1976-2016). Given the product [N:1]1[CH:6]=[CH:5][C:4]([C:7]([NH:22][NH2:23])=[O:9])=[N:3][CH:2]=1, predict the reactants needed to synthesize it. The reactants are: [N:1]1[CH:6]=[CH:5][C:4]([C:7]([OH:9])=O)=[N:3][CH:2]=1.C1N=CN(C(N2C=NC=C2)=O)C=1.[NH2:22][NH2:23].